From a dataset of NCI-60 drug combinations with 297,098 pairs across 59 cell lines. Regression. Given two drug SMILES strings and cell line genomic features, predict the synergy score measuring deviation from expected non-interaction effect. (1) Drug 1: CC1OCC2C(O1)C(C(C(O2)OC3C4COC(=O)C4C(C5=CC6=C(C=C35)OCO6)C7=CC(=C(C(=C7)OC)O)OC)O)O. Drug 2: C1CC(C1)(C2=CC=C(C=C2)C3=C(C=C4C(=N3)C=CN5C4=NNC5=O)C6=CC=CC=C6)N. Cell line: HT29. Synergy scores: CSS=57.1, Synergy_ZIP=3.73, Synergy_Bliss=4.08, Synergy_Loewe=6.42, Synergy_HSA=8.57. (2) Drug 2: C1C(C(OC1N2C=NC(=NC2=O)N)CO)O. Drug 1: CC1=C(C=C(C=C1)NC(=O)C2=CC=C(C=C2)CN3CCN(CC3)C)NC4=NC=CC(=N4)C5=CN=CC=C5. Cell line: CCRF-CEM. Synergy scores: CSS=30.2, Synergy_ZIP=-1.84, Synergy_Bliss=-4.45, Synergy_Loewe=-25.1, Synergy_HSA=-2.20. (3) Drug 1: CC1OCC2C(O1)C(C(C(O2)OC3C4COC(=O)C4C(C5=CC6=C(C=C35)OCO6)C7=CC(=C(C(=C7)OC)O)OC)O)O. Drug 2: C1CNP(=O)(OC1)N(CCCl)CCCl. Cell line: SN12C. Synergy scores: CSS=33.4, Synergy_ZIP=-4.59, Synergy_Bliss=2.49, Synergy_Loewe=-48.4, Synergy_HSA=0.549. (4) Synergy scores: CSS=63.4, Synergy_ZIP=-0.435, Synergy_Bliss=-5.13, Synergy_Loewe=-15.8, Synergy_HSA=-4.32. Drug 1: CC(C1=C(C=CC(=C1Cl)F)Cl)OC2=C(N=CC(=C2)C3=CN(N=C3)C4CCNCC4)N. Drug 2: CC12CCC3C(C1CCC2=O)CC(=C)C4=CC(=O)C=CC34C. Cell line: K-562. (5) Drug 1: C1C(C(OC1N2C=NC3=C(N=C(N=C32)Cl)N)CO)O. Drug 2: C1=NC2=C(N=C(N=C2N1C3C(C(C(O3)CO)O)F)Cl)N. Cell line: SF-268. Synergy scores: CSS=3.67, Synergy_ZIP=-1.28, Synergy_Bliss=-2.61, Synergy_Loewe=-3.26, Synergy_HSA=-2.59. (6) Synergy scores: CSS=91.9, Synergy_ZIP=18.1, Synergy_Bliss=17.5, Synergy_Loewe=12.7, Synergy_HSA=20.3. Cell line: SR. Drug 2: CCC1(CC2CC(C3=C(CCN(C2)C1)C4=CC=CC=C4N3)(C5=C(C=C6C(=C5)C78CCN9C7C(C=CC9)(C(C(C8N6C=O)(C(=O)OC)O)OC(=O)C)CC)OC)C(=O)OC)O.OS(=O)(=O)O. Drug 1: CC12CCC(CC1=CCC3C2CCC4(C3CC=C4C5=CN=CC=C5)C)O.